Dataset: Experimentally validated miRNA-target interactions with 360,000+ pairs, plus equal number of negative samples. Task: Binary Classification. Given a miRNA mature sequence and a target amino acid sequence, predict their likelihood of interaction. (1) The miRNA is hsa-miR-548ah-5p with sequence AAAAGUGAUUGCAGUGUUUG. The protein sequence of the target gene is MGPLQFRDVAIEFSLEEWHCLDTAQRNLYRNVMLENYSNLVFLGIVVSKPDLIAHLEQGKKPLTMKRHEMVANPSVICSHFAQDLWPEQNIKDSFQKVILRRYEKRGHGNLQLIKRCESVDECKVHTGGYNGLNQCSTTTQSKVFQCDKYGKVFHKFSNSNRHNIRHTEKKPFKCIECGKAFNQFSTLITHKKIHTGEKPYICEECGKAFKYSSALNTHKRIHTGEKPYKCDKCDKAFIASSTLSKHEIIHTGKKPYKCEECGKAFNQSSTLTKHKKIHTGEKPYKCEECGKAFNQSSTL.... Result: 1 (interaction). (2) The miRNA is hsa-miR-6739-3p with sequence AUUGUUCUGUCUUUCUCCCAG. The protein sequence of the target gene is MGIVEPGCGDMLTGTEPMPGSDEGRAPGADPQHRYFYPEPGAQDADERRGGGSLGSPYPGGALVPAPPSRFLGAYAYPPRPQAAGFPGAGESFPPPADAEGYQPGEGYAAPDPRAGLYPGPREDYALPAGLEVSGKLRVALNNHLLWSKFNQHQTEMIITKQGRRMFPFLSFTVAGLEPTSHYRMFVDVVLVDQHHWRYQSGKWVQCGKAEGSMPGNRLYVHPDSPNTGAHWMRQEVSFGKLKLTNNKGASNNVTQMIVLQSLHKYQPRLHIVEVNDGEPEAACNASNTHIFTFQETQFI.... Result: 0 (no interaction).